The task is: Regression. Given two drug SMILES strings and cell line genomic features, predict the synergy score measuring deviation from expected non-interaction effect.. This data is from NCI-60 drug combinations with 297,098 pairs across 59 cell lines. (1) Drug 1: CC(CN1CC(=O)NC(=O)C1)N2CC(=O)NC(=O)C2. Drug 2: C1=CC(=CC=C1CCCC(=O)O)N(CCCl)CCCl. Cell line: RXF 393. Synergy scores: CSS=27.4, Synergy_ZIP=2.47, Synergy_Bliss=4.58, Synergy_Loewe=4.31, Synergy_HSA=7.46. (2) Drug 1: C1CCN(CC1)CCOC2=CC=C(C=C2)C(=O)C3=C(SC4=C3C=CC(=C4)O)C5=CC=C(C=C5)O. Drug 2: CC1CCCC2(C(O2)CC(NC(=O)CC(C(C(=O)C(C1O)C)(C)C)O)C(=CC3=CSC(=N3)C)C)C. Cell line: CAKI-1. Synergy scores: CSS=19.2, Synergy_ZIP=-6.86, Synergy_Bliss=-6.60, Synergy_Loewe=-84.3, Synergy_HSA=-5.25. (3) Drug 1: CN1C2=C(C=C(C=C2)N(CCCl)CCCl)N=C1CCCC(=O)O.Cl. Drug 2: CC(C)CN1C=NC2=C1C3=CC=CC=C3N=C2N. Cell line: ACHN. Synergy scores: CSS=2.59, Synergy_ZIP=-1.53, Synergy_Bliss=-1.35, Synergy_Loewe=-0.238, Synergy_HSA=-1.76. (4) Drug 1: CC1=C2C(C(=O)C3(C(CC4C(C3C(C(C2(C)C)(CC1OC(=O)C(C(C5=CC=CC=C5)NC(=O)OC(C)(C)C)O)O)OC(=O)C6=CC=CC=C6)(CO4)OC(=O)C)OC)C)OC. Drug 2: CC1CCCC2(C(O2)CC(NC(=O)CC(C(C(=O)C(C1O)C)(C)C)O)C(=CC3=CSC(=N3)C)C)C. Cell line: NCI-H226. Synergy scores: CSS=46.2, Synergy_ZIP=9.44, Synergy_Bliss=12.7, Synergy_Loewe=9.63, Synergy_HSA=12.9. (5) Drug 1: C1=CC(=CC=C1CCC2=CNC3=C2C(=O)NC(=N3)N)C(=O)NC(CCC(=O)O)C(=O)O. Drug 2: C1=NC(=NC(=O)N1C2C(C(C(O2)CO)O)O)N. Cell line: CAKI-1. Synergy scores: CSS=32.4, Synergy_ZIP=-10.5, Synergy_Bliss=-5.80, Synergy_Loewe=-8.53, Synergy_HSA=-0.890.